This data is from Catalyst prediction with 721,799 reactions and 888 catalyst types from USPTO. The task is: Predict which catalyst facilitates the given reaction. (1) Reactant: [C:1]([CH:3]1[CH2:8][CH2:7][N:6]([C:9]([O:11][C:12]([CH3:15])([CH3:14])[CH3:13])=[O:10])[CH2:5][CH2:4]1)#[N:2].C[Si]([N-][Si](C)(C)C)(C)C.[K+].C1(C)C=CC=CC=1.[N:33]1([C:39](Cl)=[O:40])[CH2:38][CH2:37][O:36][CH2:35][CH2:34]1.[OH-].[Na+]. Product: [C:1]([C:3]1([C:39]([N:33]2[CH2:38][CH2:37][O:36][CH2:35][CH2:34]2)=[O:40])[CH2:8][CH2:7][N:6]([C:9]([O:11][C:12]([CH3:15])([CH3:14])[CH3:13])=[O:10])[CH2:5][CH2:4]1)#[N:2]. The catalyst class is: 1. (2) Reactant: [NH2:1][C:2]1[CH:7]=[C:6]([C:8]([C:10]2[C:15]([NH:16][S:17]([C:20]3[CH:25]=[CH:24][C:23]([CH3:26])=[C:22]([C:27]([F:30])([F:29])[F:28])[CH:21]=3)(=[O:19])=[O:18])=[CH:14][C:13]([Cl:31])=[CH:12][N:11]=2)=[O:9])[CH:5]=[CH:4][N:3]=1.[C:32]([NH:39][CH2:40][C:41](O)=[O:42])([O:34][C:35]([CH3:38])([CH3:37])[CH3:36])=[O:33].C(N(C(C)C)CC)(C)C.CCCP(=O)=O. Product: [C:35]([O:34][C:32](=[O:33])[NH:39][CH2:40][C:41](=[O:42])[NH:1][C:2]1[CH:7]=[C:6]([C:8]([C:10]2[C:15]([NH:16][S:17]([C:20]3[CH:25]=[CH:24][C:23]([CH3:26])=[C:22]([C:27]([F:30])([F:29])[F:28])[CH:21]=3)(=[O:19])=[O:18])=[CH:14][C:13]([Cl:31])=[CH:12][N:11]=2)=[O:9])[CH:5]=[CH:4][N:3]=1)([CH3:38])([CH3:36])[CH3:37]. The catalyst class is: 91.